Dataset: Full USPTO retrosynthesis dataset with 1.9M reactions from patents (1976-2016). Task: Predict the reactants needed to synthesize the given product. (1) Given the product [CH2:1]([C:3]1[N:4]=[C:5]2[N:9]([C:10]3[C:11]([CH3:18])=[CH:12][C:13]([CH3:17])=[CH:14][C:15]=3[CH3:16])[CH2:8][CH2:7][N:6]2[C:19]=1[CH:20]([CH2:21][CH2:22][CH3:23])[CH2:24][CH2:25][CH3:26])[CH3:2], predict the reactants needed to synthesize it. The reactants are: [CH2:1]([C:3]1[N:4]=[C:5]2[N:9]([C:10]3[C:15]([CH3:16])=[CH:14][C:13]([CH3:17])=[CH:12][C:11]=3[CH3:18])[CH2:8][CH2:7][N:6]2[C:19]=1[C:20]([CH2:24][CH2:25][CH3:26])=[CH:21][CH2:22][CH3:23])[CH3:2].B.C1COCC1.C(O)(=O)C.CO. (2) Given the product [N:1]1([C:15]([O:14][C:10]([CH3:13])([CH3:12])[CH3:11])=[O:16])[C:9]2[C:4](=[N:5][CH:6]=[CH:7][CH:8]=2)[CH:3]=[CH:2]1, predict the reactants needed to synthesize it. The reactants are: [NH:1]1[C:9]2[C:4](=[N:5][CH:6]=[CH:7][CH:8]=2)[CH:3]=[CH:2]1.[C:10]([O:14][C:15](=O)[O:16]C(C)(C)C)([CH3:13])([CH3:12])[CH3:11].N1C2C(=CC=CC=2)C=N1.C(=O)=O.